Dataset: Forward reaction prediction with 1.9M reactions from USPTO patents (1976-2016). Task: Predict the product of the given reaction. (1) Given the reactants [CH2:1]([NH:8][C:9]1[C:10]([NH2:16])=[CH:11][C:12]([Br:15])=[CH:13][CH:14]=1)[C:2]1[CH:7]=[CH:6][CH:5]=[CH:4][CH:3]=1.CO[C:19](OC)(OC)[C:20]1[CH:25]=[CH:24][CH:23]=[CH:22][CH:21]=1, predict the reaction product. The product is: [CH2:1]([N:8]1[C:9]2[CH:14]=[CH:13][C:12]([Br:15])=[CH:11][C:10]=2[N:16]=[C:19]1[C:20]1[CH:25]=[CH:24][CH:23]=[CH:22][CH:21]=1)[C:2]1[CH:3]=[CH:4][CH:5]=[CH:6][CH:7]=1. (2) Given the reactants [C:1]([O:5][C:6]([N:8]([CH2:21][CH:22]1[CH2:27][CH2:26][N:25]([C:28]([C:30]2[CH:39]=[CH:38][C:33]([C:34]([O:36]C)=[O:35])=[CH:32][CH:31]=2)=[O:29])[CH2:24][CH:23]1[C:40]1[CH:45]=[CH:44][CH:43]=[CH:42][CH:41]=1)[C@@H:9]([C:11]1[C:20]2[C:15](=[CH:16][CH:17]=[CH:18][CH:19]=2)[CH:14]=[CH:13][CH:12]=1)[CH3:10])=[O:7])([CH3:4])([CH3:3])[CH3:2].C1COCC1.[OH-].[Na+].Cl, predict the reaction product. The product is: [C:1]([O:5][C:6]([N:8]([CH2:21][CH:22]1[CH2:27][CH2:26][N:25]([C:28]([C:30]2[CH:31]=[CH:32][C:33]([C:34]([OH:36])=[O:35])=[CH:38][CH:39]=2)=[O:29])[CH2:24][CH:23]1[C:40]1[CH:41]=[CH:42][CH:43]=[CH:44][CH:45]=1)[C@@H:9]([C:11]1[C:20]2[C:15](=[CH:16][CH:17]=[CH:18][CH:19]=2)[CH:14]=[CH:13][CH:12]=1)[CH3:10])=[O:7])([CH3:2])([CH3:3])[CH3:4]. (3) Given the reactants [CH3:1][O:2][C:3]1[C:4]([CH3:27])=[C:5]([C:18]([O:25][CH3:26])=[C:19]([O:23][CH3:24])[C:20]=1[O:21][CH3:22])[CH2:6][C:7]1[CH:8]=[CH:9][C:10]([OH:17])=[C:11]([CH:16]=1)[C:12]([O:14][CH3:15])=[O:13].C(N(CC)CC)C.[F:35][C:36]([F:49])([F:48])[S:37](O[S:37]([C:36]([F:49])([F:48])[F:35])(=[O:39])=[O:38])(=[O:39])=[O:38], predict the reaction product. The product is: [CH3:1][O:2][C:3]1[C:4]([CH3:27])=[C:5]([C:18]([O:25][CH3:26])=[C:19]([O:23][CH3:24])[C:20]=1[O:21][CH3:22])[CH2:6][C:7]1[CH:8]=[CH:9][C:10]([O:17][S:37]([C:36]([F:49])([F:48])[F:35])(=[O:39])=[O:38])=[C:11]([CH:16]=1)[C:12]([O:14][CH3:15])=[O:13]. (4) Given the reactants [C:1]1([C:7]2[CH:12]=[C:11]([N:13]([C:21]3[CH:26]=[CH:25][C:24]([F:27])=[CH:23][CH:22]=3)C(OC(C)(C)C)=O)[N:10]3[N:28]=[CH:29][CH:30]=[C:9]3[N:8]=2)[CH:6]=[CH:5][CH:4]=[CH:3][CH:2]=1.[ClH:31], predict the reaction product. The product is: [ClH:31].[C:1]1([C:7]2[CH:12]=[C:11]([NH:13][C:21]3[CH:26]=[CH:25][C:24]([F:27])=[CH:23][CH:22]=3)[N:10]3[N:28]=[CH:29][CH:30]=[C:9]3[N:8]=2)[CH:2]=[CH:3][CH:4]=[CH:5][CH:6]=1.